This data is from Full USPTO retrosynthesis dataset with 1.9M reactions from patents (1976-2016). The task is: Predict the reactants needed to synthesize the given product. (1) Given the product [Br:8][C:9]1[N:10]=[C:11]([C:19]2[CH:24]=[CH:23][CH:22]=[CH:21][CH:20]=2)[N:12]([CH2:17][CH3:18])[C:13]=1[C:14]([NH:34][C@H:31]([C:25]1[CH:30]=[CH:29][CH:28]=[CH:27][CH:26]=1)[CH2:32][CH3:33])=[O:16], predict the reactants needed to synthesize it. The reactants are: CCN(CC)CC.[Br:8][C:9]1[N:10]=[C:11]([C:19]2[CH:24]=[CH:23][CH:22]=[CH:21][CH:20]=2)[N:12]([CH2:17][CH3:18])[C:13]=1[C:14]([OH:16])=O.[C:25]1([C@@H:31]([NH2:34])[CH2:32][CH3:33])[CH:30]=[CH:29][CH:28]=[CH:27][CH:26]=1. (2) Given the product [C:18]([O:17][CH2:16][C@H:5]([O:6][CH2:7][CH2:8][O:9][CH:10]1[CH2:15][CH2:14][CH2:13][CH2:12][O:11]1)[CH2:4][OH:3])(=[O:36])[CH2:19][CH2:20][CH2:21][CH2:22][CH2:23][CH2:24][CH2:25]/[CH:26]=[CH:27]\[CH2:28][CH2:29][CH2:30][CH2:31][CH2:32][CH2:33][CH2:34][CH3:35], predict the reactants needed to synthesize it. The reactants are: CO[O:3][CH:4](CC1C=CC=CC=1)[C@H:5]([CH2:16][O:17][C:18](=[O:36])[CH2:19][CH2:20][CH2:21][CH2:22][CH2:23][CH2:24][CH2:25]/[CH:26]=[CH:27]\[CH2:28][CH2:29][CH2:30][CH2:31][CH2:32][CH2:33][CH2:34][CH3:35])[O:6][CH2:7][CH2:8][O:9][CH:10]1[CH2:15][CH2:14][CH2:13][CH2:12][O:11]1.C(C1C(=O)C(Cl)=C(Cl)C(=O)C=1C#N)#N. (3) Given the product [Cl:1][C:2]1[CH:10]=[CH:9][C:8]([C:11]#[C:12][CH:13]2[CH2:15][CH2:14]2)=[CH:7][C:3]=1[C:4]([NH:16][C:17]1[CH:18]=[C:19]([C:29]([NH:31][C:32]2[CH:37]=[CH:36][CH:35]=[C:34]([Cl:38])[C:33]=2[CH3:39])=[O:30])[C:20]2[N:24]=[C:23]([N:25]([CH3:26])[CH3:27])[NH:22][C:21]=2[CH:28]=1)=[O:6], predict the reactants needed to synthesize it. The reactants are: [Cl:1][C:2]1[CH:10]=[CH:9][C:8]([C:11]#[C:12][CH:13]2[CH2:15][CH2:14]2)=[CH:7][C:3]=1[C:4]([OH:6])=O.[NH2:16][C:17]1[CH:18]=[C:19]([C:29]([NH:31][C:32]2[CH:37]=[CH:36][CH:35]=[C:34]([Cl:38])[C:33]=2[CH3:39])=[O:30])[C:20]2[N:24]=[C:23]([N:25]([CH3:27])[CH3:26])[NH:22][C:21]=2[CH:28]=1.CN(C(ON1N=NC2C=CC=NC1=2)=[N+](C)C)C.F[P-](F)(F)(F)(F)F.C(N(CC)C(C)C)(C)C. (4) Given the product [C:16]([Si:13]([CH3:15])([CH3:14])[O:6][C@H:3]1[CH2:4][CH2:5][C@H:1]([OH:7])[CH2:2]1)([CH3:19])([CH3:18])[CH3:17].[C:16]([Si:13]([CH3:15])([CH3:14])[O:6][C@@H:3]1[CH2:4][CH2:5][C@H:1]([OH:7])[CH2:2]1)([CH3:19])([CH3:18])[CH3:17], predict the reactants needed to synthesize it. The reactants are: [CH:1]1([OH:7])[CH2:5][CH2:4][CH:3]([OH:6])[CH2:2]1.N1C=CN=C1.[Si:13](Cl)([C:16]([CH3:19])([CH3:18])[CH3:17])([CH3:15])[CH3:14]. (5) The reactants are: CS([C:5]1[N:10]=[C:9]([C:11]2[N:15]3[CH:16]=[CH:17][CH:18]=[CH:19][C:14]3=[N:13][C:12]=2[C:20]2[CH:25]=[CH:24][CH:23]=[C:22]([CH3:26])[N:21]=2)[CH:8]=[CH:7][N:6]=1)(=O)=O.C(N[CH:31]1[CH2:36][O:35][CH2:34][CH2:33][NH:32]1)CC. Given the product [CH3:26][C:22]1[N:21]=[C:20]([C:12]2[N:13]=[C:14]3[CH:19]=[CH:18][CH:17]=[CH:16][N:15]3[C:11]=2[C:9]2[CH:8]=[CH:7][N:6]=[C:5]([NH:6][CH2:7][CH2:8][CH2:9][N:32]3[CH2:31][CH2:36][O:35][CH2:34][CH2:33]3)[N:10]=2)[CH:25]=[CH:24][CH:23]=1, predict the reactants needed to synthesize it. (6) Given the product [C:25]([O:24][C:22]([N:18]1[CH2:19][CH2:20][CH2:21][N:15]([S:12]([C:11]2[C:2]([CH3:30])=[C:3]3[C:8](=[CH:9][CH:10]=2)[CH:7]=[N:6][CH:5]=[CH:4]3)(=[O:14])=[O:13])[C@@H:16]([CH3:29])[CH2:17]1)=[O:23])([CH3:28])([CH3:27])[CH3:26], predict the reactants needed to synthesize it. The reactants are: Br[C:2]1[C:11]([S:12]([N:15]2[CH2:21][CH2:20][CH2:19][N:18]([C:22]([O:24][C:25]([CH3:28])([CH3:27])[CH3:26])=[O:23])[CH2:17][C@@H:16]2[CH3:29])(=[O:14])=[O:13])=[CH:10][CH:9]=[C:8]2[C:3]=1[CH:4]=[CH:5][N:6]=[CH:7]2.[CH3:30]B(O)O.P([O-])([O-])([O-])=O.[K+].[K+].[K+].O. (7) The reactants are: P(Cl)(Cl)(Cl)(Cl)Cl.[CH:7]([C:10]1[CH:11]=C(C2C=CC=CC=2)[CH:13]=[C:14]([CH:27]([CH3:29])[CH3:28])[C:15]=1[NH:16][C:17](=O)[C:18]1[CH:23]=[CH:22][CH:21]=[C:20]([O:24][CH3:25])[CH:19]=1)([CH3:9])[CH3:8].CO[CH:38](OC)[CH2:39][NH2:40].[C:43]1([CH3:50])[C:44](C)=[CH:45][CH:46]=[CH:47][CH:48]=1. Given the product [CH:27]([C:14]1[CH:13]=[C:50]([C:43]2[CH:48]=[CH:47][CH:46]=[CH:45][CH:44]=2)[CH:11]=[C:10]([CH:7]([CH3:8])[CH3:9])[C:15]=1[N:16]1[CH:38]=[CH:39][N:40]=[C:17]1[C:18]1[CH:23]=[CH:22][CH:21]=[C:20]([O:24][CH3:25])[CH:19]=1)([CH3:28])[CH3:29], predict the reactants needed to synthesize it.